This data is from Peptide-MHC class I binding affinity with 185,985 pairs from IEDB/IMGT. The task is: Regression. Given a peptide amino acid sequence and an MHC pseudo amino acid sequence, predict their binding affinity value. This is MHC class I binding data. (1) The peptide sequence is IWGRKSWPI. The MHC is HLA-A23:01 with pseudo-sequence HLA-A23:01. The binding affinity (normalized) is 0.557. (2) The peptide sequence is SVSDFDLRI. The MHC is HLA-A02:01 with pseudo-sequence HLA-A02:01. The binding affinity (normalized) is 0.443. (3) The peptide sequence is KYYTSYTLK. The MHC is HLA-B27:05 with pseudo-sequence HLA-B27:05. The binding affinity (normalized) is 0.0847. (4) The peptide sequence is AVFDSFVER. The MHC is HLA-B15:01 with pseudo-sequence HLA-B15:01. The binding affinity (normalized) is 0.0847. (5) The peptide sequence is AMYDPQTYY. The MHC is BoLA-D18.4 with pseudo-sequence BoLA-D18.4. The binding affinity (normalized) is 0.898. (6) The peptide sequence is ITDMINASLK. The MHC is HLA-A68:01 with pseudo-sequence HLA-A68:01. The binding affinity (normalized) is 0.599. (7) The peptide sequence is YTVGYPNL. The MHC is H-2-Kb with pseudo-sequence H-2-Kb. The binding affinity (normalized) is 0.696. (8) The peptide sequence is ELSQSMFHY. The MHC is HLA-A26:01 with pseudo-sequence HLA-A26:01. The binding affinity (normalized) is 0.489. (9) The peptide sequence is TVPANGTTV. The MHC is H-2-Db with pseudo-sequence H-2-Db. The binding affinity (normalized) is 0.379.